This data is from Retrosynthesis with 50K atom-mapped reactions and 10 reaction types from USPTO. The task is: Predict the reactants needed to synthesize the given product. (1) The reactants are: C[C@H](NC(=O)OC(C)(C)C)c1cccc(Br)c1.C[C@H]1CNC[C@@H](C)O1. Given the product C[C@H]1CN(c2cccc([C@H](C)NC(=O)OC(C)(C)C)c2)C[C@@H](C)O1, predict the reactants needed to synthesize it. (2) Given the product CCC[C@H](NC(=O)C(C)(C)C)[C@H](Oc1ccc2c(cnn2-c2ccc(F)cc2)c1)c1ccccc1, predict the reactants needed to synthesize it. The reactants are: CC(C)(C)C(=O)Cl.CCC[C@H](N)[C@H](Oc1ccc2c(cnn2-c2ccc(F)cc2)c1)c1ccccc1. (3) Given the product O=C1NCCn2c1cc1c(F)c(F)cc(-c3ccc(F)c(F)c3)c12, predict the reactants needed to synthesize it. The reactants are: O=C1NCCn2c1cc1c(F)c(F)cc(Br)c12.OB(O)c1ccc(F)c(F)c1. (4) The reactants are: CC(NC(c1ccc(F)cc1)c1cccc([N+](=O)[O-])c1)c1ccc(F)c(F)c1. Given the product CC(NC(c1ccc(F)cc1)c1cccc(N)c1)c1ccc(F)c(F)c1, predict the reactants needed to synthesize it.